From a dataset of Full USPTO retrosynthesis dataset with 1.9M reactions from patents (1976-2016). Predict the reactants needed to synthesize the given product. (1) Given the product [O:32]=[S:2]1(=[O:1])[C:7]2[CH:8]=[CH:9][CH:10]=[CH:11][C:6]=2[NH:5][C:4]([C:12]2[C:13](=[O:31])[N:14]([NH:23][CH:24]([CH:28]([CH3:29])[CH3:30])[CH2:25][CH2:26][CH3:27])[C:15]3[C:20]([C:21]=2[OH:22])=[CH:19][CH:18]=[CH:17][CH:16]=3)=[N:3]1, predict the reactants needed to synthesize it. The reactants are: [O:1]=[S:2]1(=[O:32])[C:7]2[CH:8]=[CH:9][CH:10]=[CH:11][C:6]=2[NH:5][C:4]([C:12]2[C:13](=[O:31])[N:14]([N:23]=[C:24]([CH:28]([CH3:30])[CH3:29])[CH2:25][CH2:26][CH3:27])[C:15]3[C:20]([C:21]=2[OH:22])=[CH:19][CH:18]=[CH:17][CH:16]=3)=[N:3]1.CO.[BH4-].[Li+].Cl. (2) Given the product [F:37][C:38]([F:51])([F:50])[S:39]([O:28][C:25]1[CH:26]=[CH:27][C:22]([C:19]2[CH:18]=[CH:17][C:16]([O:15][CH2:14][CH:11]3[CH2:12][CH2:13][N:8]([CH2:7][C:3]4([C:2]([F:29])([F:1])[F:30])[CH2:6][CH2:5][CH2:4]4)[CH2:9][CH2:10]3)=[CH:21][CH:20]=2)=[CH:23][CH:24]=1)(=[O:41])=[O:40], predict the reactants needed to synthesize it. The reactants are: [F:1][C:2]([F:30])([F:29])[C:3]1([CH2:7][N:8]2[CH2:13][CH2:12][CH:11]([CH2:14][O:15][C:16]3[CH:21]=[CH:20][C:19]([C:22]4[CH:27]=[CH:26][C:25]([OH:28])=[CH:24][CH:23]=4)=[CH:18][CH:17]=3)[CH2:10][CH2:9]2)[CH2:6][CH2:5][CH2:4]1.N1C=CC=CC=1.[F:37][C:38]([F:51])([F:50])[S:39](O[S:39]([C:38]([F:51])([F:50])[F:37])(=[O:41])=[O:40])(=[O:41])=[O:40].O. (3) Given the product [C:31]([N:3]1[C:4]2[C:5](=[O:24])[NH:6][CH:7]=[CH:8][C:9]=2[C@H:10]([NH:13][C:14](=[O:23])[O:15][CH2:16][C:17]2[CH:22]=[CH:21][CH:20]=[CH:19][CH:18]=2)[C@@H:11]([CH3:12])[C@@H:2]1[CH3:1])(=[O:33])[CH3:32], predict the reactants needed to synthesize it. The reactants are: [CH3:1][C@H:2]1[C@H:11]([CH3:12])[C@@H:10]([NH:13][C:14](=[O:23])[O:15][CH2:16][C:17]2[CH:22]=[CH:21][CH:20]=[CH:19][CH:18]=2)[C:9]2[CH:8]=[CH:7][NH:6][C:5](=[O:24])[C:4]=2[NH:3]1.N1C=CC=CC=1.[C:31](Cl)(=[O:33])[CH3:32].C(=O)([O-])[O-].[K+].[K+]. (4) Given the product [Cl:26][CH2:25][CH2:24][CH2:23][O:9][C:8]1[CH:10]=[CH:11][C:3]([CH:2]=[O:1])=[CH:4][C:5]=1[O:6][CH3:7], predict the reactants needed to synthesize it. The reactants are: [O:1]=[CH:2][C:3]1[CH:11]=[CH:10][C:8]([OH:9])=[C:5]([O:6][CH3:7])[CH:4]=1.C(=O)([O-])[O-].[K+].[K+].CC(C)=O.Br[CH2:23][CH2:24][CH2:25][Cl:26]. (5) Given the product [CH3:1][O:2][C:3](=[O:23])[CH:4]([CH3:22])[CH2:5][N:6]([C:12]1[C:17]([NH2:18])=[CH:16][N:15]=[C:14]([Cl:21])[N:13]=1)[CH:7]1[CH2:8][CH2:9][CH2:10][CH2:11]1, predict the reactants needed to synthesize it. The reactants are: [CH3:1][O:2][C:3](=[O:23])[CH:4]([CH3:22])[CH2:5][N:6]([C:12]1[C:17]([N+:18]([O-])=O)=[CH:16][N:15]=[C:14]([Cl:21])[N:13]=1)[CH:7]1[CH2:11][CH2:10][CH2:9][CH2:8]1.[H][H]. (6) Given the product [CH3:1][C:2]1([C:5]2[CH:6]=[C:7]([NH2:8])[NH:12][N:11]=2)[CH2:4][CH2:3]1, predict the reactants needed to synthesize it. The reactants are: [CH3:1][C:2]1([C:5](=O)[CH2:6][C:7]#[N:8])[CH2:4][CH2:3]1.O.[NH2:11][NH2:12].